This data is from Catalyst prediction with 721,799 reactions and 888 catalyst types from USPTO. The task is: Predict which catalyst facilitates the given reaction. Reactant: Br[C:2]1[N:6]([S:7]([C:10]2[CH:11]=[N:12][CH:13]=[CH:14][CH:15]=2)(=[O:9])=[O:8])[CH:5]=[C:4]([CH2:16][N:17]([CH3:25])[C:18](=[O:24])[O:19][C:20]([CH3:23])([CH3:22])[CH3:21])[CH:3]=1.[Cl:26][C:27]1[N:32]=[CH:31][C:30](B(O)O)=[CH:29][CH:28]=1.C(=O)([O-])O.[Na+].CO[CH2:43][CH2:44]OC. Product: [Cl:26][C:27]1[N:32]=[CH:31][C:30]([C:44]2[CH:43]=[CH:3][C:4]([C:2]3[N:6]([S:7]([C:10]4[CH:11]=[N:12][CH:13]=[CH:14][CH:15]=4)(=[O:9])=[O:8])[CH:5]=[C:4]([CH2:16][N:17]([CH3:25])[C:18](=[O:24])[O:19][C:20]([CH3:23])([CH3:22])[CH3:21])[CH:3]=3)=[CH:5][N:6]=2)=[CH:29][CH:28]=1. The catalyst class is: 103.